Dataset: Forward reaction prediction with 1.9M reactions from USPTO patents (1976-2016). Task: Predict the product of the given reaction. (1) Given the reactants FC(F)(F)S(O[C:7]1[CH2:8][CH2:9][O:10][CH2:11][CH:12]=1)(=O)=O.[CH3:15][C:16]1([CH3:32])[C:20]([CH3:22])([CH3:21])[O:19][B:18]([B:18]2[O:19][C:20]([CH3:22])([CH3:21])[C:16]([CH3:32])([CH3:15])[O:17]2)[O:17]1.C([O-])(=O)C.[K+].O, predict the reaction product. The product is: [O:10]1[CH2:11][CH:12]=[C:7]([B:18]2[O:19][C:20]([CH3:22])([CH3:21])[C:16]([CH3:32])([CH3:15])[O:17]2)[CH2:8][CH2:9]1. (2) Given the reactants C(Cl)(=O)C(Cl)=O.[OH:7][C:8]([CH3:14])([CH3:13])[CH2:9][C:10](O)=[O:11].[N+:15]([C:18]1[CH:22]=[CH:21][NH:20][N:19]=1)([O-:17])=[O:16].[H-].[Na+], predict the reaction product. The product is: [OH:7][C:8]([CH3:14])([CH3:13])[CH2:9][C:10]([N:20]1[CH:21]=[CH:22][C:18]([N+:15]([O-:17])=[O:16])=[N:19]1)=[O:11]. (3) Given the reactants Br[C:2]1[CH:20]=[CH:19][C:5]2[N:6]=[C:7]([C@H:9]3[CH2:12][C@H:11]([N:13]4[CH2:17][CH2:16][CH2:15][C@H:14]4[CH3:18])[CH2:10]3)[S:8][C:4]=2[CH:3]=1.[CH3:21][C:22]1[C:23](=[O:28])[NH:24][CH:25]=[CH:26][CH:27]=1.N1NC(=O)C=CC=1, predict the reaction product. The product is: [CH3:21][C:22]1[C:23](=[O:28])[N:24]([C:2]2[CH:20]=[CH:19][C:5]3[N:6]=[C:7]([C@H:9]4[CH2:12][C@H:11]([N:13]5[CH2:17][CH2:16][CH2:15][C@@H:14]5[CH3:18])[CH2:10]4)[S:8][C:4]=3[CH:3]=2)[CH:25]=[CH:26][CH:27]=1.